This data is from Forward reaction prediction with 1.9M reactions from USPTO patents (1976-2016). The task is: Predict the product of the given reaction. (1) Given the reactants Cl.[N+:2]([C:5]1[CH:6]=[C:7]([CH:25]=[CH:26][C:27]=1[O:28][CH3:29])[CH:8]=[C:9]1[S:13][C:12](=[O:14])[N:11]([CH2:15][C:16]2[CH:21]=[CH:20][C:19]([Cl:22])=[C:18]([Cl:23])[CH:17]=2)[C:10]1=[O:24])([O-])=O, predict the reaction product. The product is: [NH2:2][C:5]1[CH:6]=[C:7]([CH:25]=[CH:26][C:27]=1[O:28][CH3:29])[CH:8]=[C:9]1[S:13][C:12](=[O:14])[N:11]([CH2:15][C:16]2[CH:21]=[CH:20][C:19]([Cl:22])=[C:18]([Cl:23])[CH:17]=2)[C:10]1=[O:24]. (2) Given the reactants [CH2:1]([O:3][C:4]([CH:6]1[CH:8]([C:9](=[O:18])[NH:10][C:11]2[CH:16]=[CH:15][C:14]([Cl:17])=[CH:13][CH:12]=2)[CH:7]1[C:19](=[O:40])[NH:20][C:21]1[CH:26]=[CH:25][C:24]([N:27]2[CH:32]=[CH:31][C:30]([O:33][CH2:34][C:35](O)=[O:36])=[CH:29][C:28]2=[O:38])=[CH:23][C:22]=1[F:39])=[O:5])[CH3:2].Cl.[CH3:42][NH:43][CH3:44].ON1C2C=CC=CC=2N=N1.CN1CCOCC1.Cl.CN(C)CCCN=C=NCC.Cl, predict the reaction product. The product is: [CH2:1]([O:3][C:4]([CH:6]1[CH:7]([C:19](=[O:40])[NH:20][C:21]2[CH:26]=[CH:25][C:24]([N:27]3[CH:32]=[CH:31][C:30]([O:33][CH2:34][C:35](=[O:36])[N:43]([CH3:44])[CH3:42])=[CH:29][C:28]3=[O:38])=[CH:23][C:22]=2[F:39])[CH:8]1[C:9](=[O:18])[NH:10][C:11]1[CH:16]=[CH:15][C:14]([Cl:17])=[CH:13][CH:12]=1)=[O:5])[CH3:2]. (3) Given the reactants [CH3:1][CH:2]1[CH2:7][CH2:6][CH2:5][CH:4]([N:8]2[CH2:12][CH2:11][CH2:10][CH2:9]2)[CH2:3]1.[CH2:13]([I:15])[CH3:14], predict the reaction product. The product is: [I-:15].[CH2:13]([N+:8]1([CH:4]2[CH2:5][CH2:6][CH2:7][CH:2]([CH3:1])[CH2:3]2)[CH2:12][CH2:11][CH2:10][CH2:9]1)[CH3:14]. (4) Given the reactants Cl.[Cl:2][C:3]1[CH:16]=[C:15]([N+:17]([O-:19])=[O:18])[CH:14]=[CH:13][C:4]=1[O:5][C:6]1[CH:7]=[C:8]([CH:10]=[CH:11][CH:12]=1)[NH2:9].C(N(CC)CC)C.[CH:27](=O)[C:28]([CH3:31])([CH3:30])[CH3:29].C(O[BH-](OC(=O)C)OC(=O)C)(=O)C.[Na+], predict the reaction product. The product is: [Cl:2][C:3]1[CH:16]=[C:15]([N+:17]([O-:19])=[O:18])[CH:14]=[CH:13][C:4]=1[O:5][C:6]1[CH:7]=[C:8]([CH:10]=[CH:11][CH:12]=1)[NH:9][CH2:27][C:28]([CH3:31])([CH3:30])[CH3:29]. (5) Given the reactants [Cl:1][C:2]1[CH:7]=[CH:6][C:5]([C:8]2([C:13]#N)[CH2:12][CH2:11][CH2:10][CH2:9]2)=[CH:4][CH:3]=1.C1(C2(C=[O:27])CCCC2)C=CC=CC=1, predict the reaction product. The product is: [Cl:1][C:2]1[CH:7]=[CH:6][C:5]([C:8]2([CH:13]=[O:27])[CH2:12][CH2:11][CH2:10][CH2:9]2)=[CH:4][CH:3]=1. (6) Given the reactants [F:1][CH:2]([F:47])[C:3]1[N:7]([C:8]2[N:13]=[C:12]([N:14]3[CH2:19][CH2:18][N:17]([S:20]([CH2:23][CH2:24][N:25]4[CH2:30][CH2:29][N:28]([S:31]([CH3:34])(=[O:33])=[O:32])[CH2:27][CH2:26]4)(=[O:22])=[O:21])[CH2:16][CH2:15]3)[N:11]=[C:10]([N:35]3[CH2:40][CH2:39][O:38][CH2:37][CH2:36]3)[N:9]=2)[C:6]2[CH:41]=[CH:42][CH:43]=[C:44]([O:45][CH3:46])[C:5]=2[N:4]=1.[CH3:48][S:49]([OH:52])(=[O:51])=[O:50], predict the reaction product. The product is: [CH3:48][S:49]([OH:52])(=[O:51])=[O:50].[F:47][CH:2]([F:1])[C:3]1[N:7]([C:8]2[N:13]=[C:12]([N:14]3[CH2:15][CH2:16][N:17]([S:20]([CH2:23][CH2:24][N:25]4[CH2:26][CH2:27][N:28]([S:31]([CH3:34])(=[O:32])=[O:33])[CH2:29][CH2:30]4)(=[O:21])=[O:22])[CH2:18][CH2:19]3)[N:11]=[C:10]([N:35]3[CH2:36][CH2:37][O:38][CH2:39][CH2:40]3)[N:9]=2)[C:6]2[CH:41]=[CH:42][CH:43]=[C:44]([O:45][CH3:46])[C:5]=2[N:4]=1. (7) The product is: [CH2:3]([C:10]([CH2:22][C:23]([C:25]1[CH:30]=[CH:29][C:28]([Br:31])=[CH:27][CH:26]=1)=[O:24])([C:11]([O:13][CH2:14][CH3:15])=[O:12])[C:16]([O:18][CH2:19][CH3:20])=[O:17])[C:4]1[CH:9]=[CH:8][CH:7]=[CH:6][CH:5]=1. Given the reactants [H-].[Na+].[CH2:3]([CH:10]([C:16]([O:18][CH2:19][CH3:20])=[O:17])[C:11]([O:13][CH2:14][CH3:15])=[O:12])[C:4]1[CH:9]=[CH:8][CH:7]=[CH:6][CH:5]=1.Br[CH2:22][C:23]([C:25]1[CH:30]=[CH:29][C:28]([Br:31])=[CH:27][CH:26]=1)=[O:24].O, predict the reaction product. (8) Given the reactants [CH2:1]([N:8]1[C:16]([CH2:19][CH3:20])([CH2:17][CH3:18])[C:15]2[C:10](=[CH:11][C:12]([CH2:23]Br)=[C:13]([CH2:21]Br)[CH:14]=2)[C:9]1([CH2:27][CH3:28])[CH2:25][CH3:26])[C:2]1[CH:7]=[CH:6][CH:5]=[CH:4][CH:3]=1.[P:29]([O:36][CH2:37][CH3:38])([O:33][CH2:34][CH3:35])[O:30]CC, predict the reaction product. The product is: [CH2:1]([N:8]1[C:16]([CH2:19][CH3:20])([CH2:17][CH3:18])[C:15]2[C:10](=[CH:11][C:12]([CH2:23][P:29](=[O:30])([O:33][CH2:34][CH3:35])[O:36][CH2:37][CH3:38])=[C:13]([CH2:21][P:29](=[O:30])([O:36][CH2:37][CH3:38])[O:33][CH2:34][CH3:35])[CH:14]=2)[C:9]1([CH2:27][CH3:28])[CH2:25][CH3:26])[C:2]1[CH:7]=[CH:6][CH:5]=[CH:4][CH:3]=1. (9) Given the reactants C(OC(N1CCC(=C/C=C/C2C=CC=CC=2)CC1)=O)(C)(C)C.C(OP([CH2:31]/[CH:32]=[CH:33]/[C:34]1[CH:35]=[C:36]([OH:40])[CH:37]=[CH:38][CH:39]=1)(OCC)=O)C.C(P(=O)(OCC)OCC)C=CC1C=CC=CC=1.[CH3:58][C:59]1[N:64]=[C:63]([N:65]2[CH2:70][CH2:69][C:68](=O)[CH2:67][CH2:66]2)[C:62]([N+:72]([O-:74])=[O:73])=[CH:61][CH:60]=1, predict the reaction product. The product is: [CH3:58][C:59]1[N:64]=[C:63]([N:65]2[CH2:70][CH2:69][C:68](=[CH:31]/[CH:32]=[CH:33]/[C:34]3[CH:35]=[C:36]([OH:40])[CH:37]=[CH:38][CH:39]=3)[CH2:67][CH2:66]2)[C:62]([N+:72]([O-:74])=[O:73])=[CH:61][CH:60]=1. (10) Given the reactants [N+:1]([C:4]1[CH:9]=[CH:8][C:7]([CH2:10][C:11]2[NH:12][CH:13]=[C:14]([C:16]([O:18][CH3:19])=[O:17])[N:15]=2)=[CH:6][CH:5]=1)([O-])=O.[H][H], predict the reaction product. The product is: [NH2:1][C:4]1[CH:5]=[CH:6][C:7]([CH2:10][C:11]2[NH:12][CH:13]=[C:14]([C:16]([O:18][CH3:19])=[O:17])[N:15]=2)=[CH:8][CH:9]=1.